From a dataset of NCI-60 drug combinations with 297,098 pairs across 59 cell lines. Regression. Given two drug SMILES strings and cell line genomic features, predict the synergy score measuring deviation from expected non-interaction effect. (1) Drug 1: CN(C)C1=NC(=NC(=N1)N(C)C)N(C)C. Drug 2: CC1=C(C(CCC1)(C)C)C=CC(=CC=CC(=CC(=O)O)C)C. Cell line: HCC-2998. Synergy scores: CSS=-11.7, Synergy_ZIP=2.37, Synergy_Bliss=-2.60, Synergy_Loewe=-5.98, Synergy_HSA=-7.31. (2) Drug 1: C1CCN(CC1)CCOC2=CC=C(C=C2)C(=O)C3=C(SC4=C3C=CC(=C4)O)C5=CC=C(C=C5)O. Drug 2: C1=NC2=C(N1)C(=S)N=C(N2)N. Cell line: RPMI-8226. Synergy scores: CSS=40.3, Synergy_ZIP=1.74, Synergy_Bliss=0.177, Synergy_Loewe=-13.4, Synergy_HSA=-2.94.